This data is from Forward reaction prediction with 1.9M reactions from USPTO patents (1976-2016). The task is: Predict the product of the given reaction. Given the reactants [CH3:1][O:2][C:3](=[O:23])[C@@H:4]([N:9]1[C:18](=[O:19])[C:17]2[C:12](=[CH:13][C:14]([O:20][CH3:21])=[CH:15][CH:16]=2)[NH:11][C:10]1=[O:22])[CH2:5][CH2:6][CH2:7][CH3:8].[I-].[CH3:25][N:26]1[C:34]2[C:29](=[C:30]([CH3:35])[CH:31]=[CH:32][CH:33]=2)[C:28]([CH2:36][N+](C)(C)C)=[CH:27]1.C([O-])([O-])=O.[K+].[K+], predict the reaction product. The product is: [CH3:1][O:2][C:3](=[O:23])[C@@H:4]([N:9]1[C:18](=[O:19])[C:17]2[C:12](=[CH:13][C:14]([O:20][CH3:21])=[CH:15][CH:16]=2)[N:11]([CH2:36][C:28]2[C:29]3[C:34](=[CH:33][CH:32]=[CH:31][C:30]=3[CH3:35])[N:26]([CH3:25])[CH:27]=2)[C:10]1=[O:22])[CH2:5][CH2:6][CH2:7][CH3:8].